From a dataset of Reaction yield outcomes from USPTO patents with 853,638 reactions. Predict the reaction yield, written as a fraction of the theoretical maximum amount of product (1.0 means a 100% yield; for example, 0.34 means a 34% yield). (1) The reactants are [C:1]1([N:7]2[C:19]3[CH:18]=[CH:17][CH:16]=[CH:15][C:14]=3[C:13]3[C:8]2=[CH:9][CH:10]=[CH:11][CH:12]=3)[CH:6]=[CH:5][CH:4]=[CH:3][CH:2]=1.[Br:20]N1C(=O)CCC1=O.C1(C)C=CC=CC=1. The catalyst is C(OC(=O)C)C. The product is [Br:20][C:16]1[CH:17]=[CH:18][C:19]2[N:7]([C:1]3[CH:2]=[CH:3][CH:4]=[CH:5][CH:6]=3)[C:8]3[C:13]([C:14]=2[CH:15]=1)=[CH:12][CH:11]=[CH:10][CH:9]=3. The yield is 0.990. (2) The reactants are [O:1]1[CH2:3][CH:2]1[CH2:4][O:5][C:6]1[CH:13]=[CH:12][C:9]([C:10]#[N:11])=[CH:8][CH:7]=1.[OH-].[NH4+:15]. The catalyst is C(O)(C)C. The product is [NH2:15][CH2:3][CH:2]([OH:1])[CH2:4][O:5][C:6]1[CH:13]=[CH:12][C:9]([C:10]#[N:11])=[CH:8][CH:7]=1. The yield is 0.460. (3) The reactants are [Cl:1][C:2]1[CH:3]=[CH:4][C:5]([F:12])=[C:6]([S:8](Cl)(=[O:10])=[O:9])[CH:7]=1.[C:13]([NH2:17])([CH3:16])([CH3:15])[CH3:14]. The catalyst is O1CCCC1. The product is [C:13]([NH:17][S:8]([C:6]1[CH:7]=[C:2]([Cl:1])[CH:3]=[CH:4][C:5]=1[F:12])(=[O:10])=[O:9])([CH3:16])([CH3:15])[CH3:14]. The yield is 0.950. (4) The reactants are C([SiH](CC)CC)C.O[C:9]1([C:29]2[C:30]([OH:40])=[CH:31][C:32]3[O:37][CH2:36][CH2:35][N:34]([CH3:38])[C:33]=3[CH:39]=2)[C:17]2[C:12](=[CH:13][CH:14]=[CH:15][CH:16]=2)[N:11]([CH2:18][C:19]2[O:20][C:21]([C:24]([F:27])([F:26])[F:25])=[CH:22][CH:23]=2)[C:10]1=[O:28].[F:41][C:42]([F:47])([F:46])[C:43]([OH:45])=[O:44]. No catalyst specified. The product is [F:41][C:42]([F:47])([F:46])[C:43]([OH:45])=[O:44].[OH:40][C:30]1[C:29]([CH:9]2[C:17]3[C:12](=[CH:13][CH:14]=[CH:15][CH:16]=3)[N:11]([CH2:18][C:19]3[O:20][C:21]([C:24]([F:27])([F:26])[F:25])=[CH:22][CH:23]=3)[C:10]2=[O:28])=[CH:39][C:33]2[N:34]([CH3:38])[CH2:35][CH2:36][O:37][C:32]=2[CH:31]=1. The yield is 0.900. (5) The reactants are [NH2:1][C:2]1[CH:11]=[C:10]([I:12])[CH:9]=[CH:8][C:3]=1[C:4]([O:6][CH3:7])=[O:5].CCN(C(C)C)C(C)C.[C:22]([CH2:26][CH2:27][C:28](Cl)=[O:29])([O:24][CH3:25])=[O:23].O. The catalyst is C(Cl)Cl.CN(C1C=CN=CC=1)C. The product is [I:12][C:10]1[CH:9]=[CH:8][C:3]([C:4]([O:6][CH3:7])=[O:5])=[C:2]([NH:1][C:28](=[O:29])[CH2:27][CH2:26][C:22]([O:24][CH3:25])=[O:23])[CH:11]=1. The yield is 0.990. (6) The product is [CH2:10]([NH:6][C:5]1[CH:7]=[CH:8][CH:9]=[C:3]([O:2][CH3:1])[CH:4]=1)[CH2:11][CH2:12][CH3:13]. No catalyst specified. The reactants are [CH3:1][O:2][C:3]1[CH:4]=[C:5]([CH:7]=[CH:8][CH:9]=1)[NH2:6].[CH:10](=O)[CH2:11][CH2:12][CH3:13]. The yield is 0.880. (7) The reactants are C([O-])([O-])=O.[K+].[K+].CC1CCCO1.[CH2:13]([NH:16][C:17]([C@@H:19]1[C:23]([CH3:25])([CH3:24])[S:22][CH2:21][N:20]1[C:26](=[O:51])[C@@H:27]([OH:50])[C@@H:28]([NH:36][C:37]([C:39]1[C:40]([CH3:49])=[C:41]([O:45]C(=O)C)[CH:42]=[CH:43][CH:44]=1)=[O:38])[CH2:29][C:30]1[CH:35]=[CH:34][CH:33]=[CH:32][CH:31]=1)=[O:18])[CH:14]=[CH2:15]. The catalyst is CO. The product is [CH2:13]([NH:16][C:17]([C@@H:19]1[C:23]([CH3:25])([CH3:24])[S:22][CH2:21][N:20]1[C:26](=[O:51])[C@@H:27]([OH:50])[C@@H:28]([NH:36][C:37](=[O:38])[C:39]1[CH:44]=[CH:43][CH:42]=[C:41]([OH:45])[C:40]=1[CH3:49])[CH2:29][C:30]1[CH:35]=[CH:34][CH:33]=[CH:32][CH:31]=1)=[O:18])[CH:14]=[CH2:15]. The yield is 0.540. (8) The reactants are [F:1][C:2]([F:18])([F:17])[C:3]1[CH:4]=[C:5]([CH:14]=[CH:15][CH:16]=1)[CH2:6][CH:7]1[S:11][C:10]([NH2:12])=[N:9][C:8]1=[O:13].[S:19](Cl)([C:22]1[CH:28]=[CH:27][C:25]([CH3:26])=[CH:24][CH:23]=1)(=[O:21])=[O:20].C([O-])(O)=O.[Na+]. The catalyst is N1C=CC=CC=1.O. The product is [F:18][C:2]([F:1])([F:17])[C:3]1[CH:4]=[C:5]([CH:14]=[CH:15][CH:16]=1)[CH2:6][CH:7]1[S:11][C:10](=[N:12][S:19]([C:22]2[CH:28]=[CH:27][C:25]([CH3:26])=[CH:24][CH:23]=2)(=[O:21])=[O:20])[NH:9][C:8]1=[O:13]. The yield is 0.360. (9) The reactants are [F:1][C:2]([F:15])([F:14])[C:3]1[C:4](=O)[NH:5][CH:6]=[C:7]([C:9]([O:11][CH3:12])=[O:10])[N:8]=1.P(Cl)(Cl)([Cl:18])=O. The catalyst is CN(C)C=O. The product is [Cl:18][C:4]1[N:5]=[CH:6][C:7]([C:9]([O:11][CH3:12])=[O:10])=[N:8][C:3]=1[C:2]([F:15])([F:14])[F:1]. The yield is 0.810.